From a dataset of Full USPTO retrosynthesis dataset with 1.9M reactions from patents (1976-2016). Predict the reactants needed to synthesize the given product. (1) Given the product [O:19]1[CH2:20][CH2:21][CH2:22][CH:17]([C:13]2[CH:14]=[C:15]3[C:10](=[CH:11][CH:12]=2)[CH2:9][NH:8][CH2:16]3)[CH2:18]1, predict the reactants needed to synthesize it. The reactants are: C(OC([N:8]1[CH2:16][C:15]2[C:10](=[CH:11][CH:12]=[C:13]([CH:17]3[CH2:22][CH2:21][CH2:20][O:19][CH2:18]3)[CH:14]=2)[CH2:9]1)=O)(C)(C)C.Cl. (2) Given the product [CH2:5]([O:12][C:13]1[CH:14]=[C:15]([CH:26]=[C:27]([NH2:29])[CH:28]=1)[C:16]([O:18][CH2:19][C:20]1[CH:21]=[CH:22][CH:23]=[CH:24][CH:25]=1)=[O:17])[C:6]1[CH:7]=[CH:8][CH:9]=[CH:10][CH:11]=1, predict the reactants needed to synthesize it. The reactants are: C(O)(=O)C.[CH2:5]([O:12][C:13]1[CH:14]=[C:15]([CH:26]=[C:27]([N+:29]([O-])=O)[CH:28]=1)[C:16]([O:18][CH2:19][C:20]1[CH:25]=[CH:24][CH:23]=[CH:22][CH:21]=1)=[O:17])[C:6]1[CH:11]=[CH:10][CH:9]=[CH:8][CH:7]=1.